Task: Predict the product of the given reaction.. Dataset: Forward reaction prediction with 1.9M reactions from USPTO patents (1976-2016) Given the reactants [CH:1]12[N:7]([C:8]([O:10][CH2:11][C:12]3[CH:17]=[CH:16][CH:15]=[CH:14][CH:13]=3)=[O:9])[CH:6]1[CH2:5][CH2:4][CH2:3][CH2:2]2.[N+]([O-])([O-])=O.[NH4+].[CH3:23][S-:24].[Na+].C1OCCOCCOCCOCCOC1, predict the reaction product. The product is: [CH3:23][S:24][C@@H:6]1[CH2:5][CH2:4][CH2:3][CH2:2][C@H:1]1[NH:7][C:8](=[O:9])[O:10][CH2:11][C:12]1[CH:17]=[CH:16][CH:15]=[CH:14][CH:13]=1.